This data is from NCI-60 drug combinations with 297,098 pairs across 59 cell lines. The task is: Regression. Given two drug SMILES strings and cell line genomic features, predict the synergy score measuring deviation from expected non-interaction effect. (1) Drug 1: CC(C1=C(C=CC(=C1Cl)F)Cl)OC2=C(N=CC(=C2)C3=CN(N=C3)C4CCNCC4)N. Drug 2: C1CCC(CC1)NC(=O)N(CCCl)N=O. Cell line: SK-MEL-2. Synergy scores: CSS=37.0, Synergy_ZIP=5.69, Synergy_Bliss=6.81, Synergy_Loewe=1.49, Synergy_HSA=4.33. (2) Synergy scores: CSS=46.7, Synergy_ZIP=0.203, Synergy_Bliss=1.31, Synergy_Loewe=3.07, Synergy_HSA=4.40. Drug 1: CCC1=C2CN3C(=CC4=C(C3=O)COC(=O)C4(CC)O)C2=NC5=C1C=C(C=C5)O. Cell line: SK-MEL-28. Drug 2: CC1CCCC2(C(O2)CC(NC(=O)CC(C(C(=O)C(C1O)C)(C)C)O)C(=CC3=CSC(=N3)C)C)C. (3) Drug 1: CS(=O)(=O)C1=CC(=C(C=C1)C(=O)NC2=CC(=C(C=C2)Cl)C3=CC=CC=N3)Cl. Drug 2: CCC1=C2CN3C(=CC4=C(C3=O)COC(=O)C4(CC)O)C2=NC5=C1C=C(C=C5)O. Cell line: SN12C. Synergy scores: CSS=48.7, Synergy_ZIP=8.35, Synergy_Bliss=6.80, Synergy_Loewe=-31.9, Synergy_HSA=7.03. (4) Drug 1: CC1=CC=C(C=C1)C2=CC(=NN2C3=CC=C(C=C3)S(=O)(=O)N)C(F)(F)F. Drug 2: C1C(C(OC1N2C=NC(=NC2=O)N)CO)O. Cell line: NCI/ADR-RES. Synergy scores: CSS=2.66, Synergy_ZIP=0.225, Synergy_Bliss=2.52, Synergy_Loewe=-4.29, Synergy_HSA=-3.90. (5) Drug 1: CCC1=CC2CC(C3=C(CN(C2)C1)C4=CC=CC=C4N3)(C5=C(C=C6C(=C5)C78CCN9C7C(C=CC9)(C(C(C8N6C)(C(=O)OC)O)OC(=O)C)CC)OC)C(=O)OC.C(C(C(=O)O)O)(C(=O)O)O. Drug 2: CC=C1C(=O)NC(C(=O)OC2CC(=O)NC(C(=O)NC(CSSCCC=C2)C(=O)N1)C(C)C)C(C)C. Cell line: SW-620. Synergy scores: CSS=78.3, Synergy_ZIP=6.14, Synergy_Bliss=2.51, Synergy_Loewe=4.25, Synergy_HSA=4.39. (6) Drug 1: C1=CC(=C2C(=C1NCCNCCO)C(=O)C3=C(C=CC(=C3C2=O)O)O)NCCNCCO. Drug 2: CC(C)(C#N)C1=CC(=CC(=C1)CN2C=NC=N2)C(C)(C)C#N. Cell line: CCRF-CEM. Synergy scores: CSS=39.0, Synergy_ZIP=-2.04, Synergy_Bliss=-4.84, Synergy_Loewe=-24.5, Synergy_HSA=-3.81.